From a dataset of Full USPTO retrosynthesis dataset with 1.9M reactions from patents (1976-2016). Predict the reactants needed to synthesize the given product. (1) The reactants are: [C:1]([C:3]1[C:4]([C:19]2[C:20]([CH3:28])=[C:21](C([O-])=O)[O:22][C:23]=2[CH3:24])=[C:5]([C:12]2[CH:17]=[CH:16][C:15]([OH:18])=[CH:14][CH:13]=2)[CH:6]=[C:7]([CH2:9][CH2:10][CH3:11])[CH:8]=1)#[N:2].[OH-].[Na+].Cl.C(Cl)Cl. Given the product [CH3:24][C:23]1[O:22][CH:21]=[C:20]([CH3:28])[C:19]=1[C:4]1[C:3]([C:1]#[N:2])=[CH:8][C:7]([CH2:9][CH2:10][CH3:11])=[CH:6][C:5]=1[C:12]1[CH:13]=[CH:14][C:15]([OH:18])=[CH:16][CH:17]=1, predict the reactants needed to synthesize it. (2) Given the product [OH:27][C:9]1[C:10]2[CH2:16][CH2:15][N:14]([CH3:17])[C:13]3[CH:18]=[C:19]([N:22]4[CH2:23][CH2:24][CH2:25][CH2:26]4)[CH:20]=[CH:21][C:12]=3[C:11]=2[NH:6][C:7](=[O:31])[C:8]=1[C:28]([OH:30])=[O:29], predict the reactants needed to synthesize it. The reactants are: COC1C=C(OC)C=CC=1C[N:6]1[C:11]2[C:12]3[CH:21]=[CH:20][C:19]([N:22]4[CH2:26][CH2:25][CH2:24][CH2:23]4)=[CH:18][C:13]=3[N:14]([CH3:17])[CH2:15][CH2:16][C:10]=2[C:9]([OH:27])=[C:8]([C:28]([OH:30])=[O:29])[C:7]1=[O:31].FC(F)(F)C(O)=O. (3) Given the product [NH2:1][C:2]1[C:3]([C:4](=[S:29])[NH2:5])=[CH:6][C:7]([C:16]2[CH:21]=[CH:20][C:19](=[O:22])[N:18]([CH:23]([CH3:25])[CH3:24])[N:17]=2)=[C:8]([C:10]2[CH:11]=[CH:12][CH:13]=[CH:14][CH:15]=2)[N:9]=1, predict the reactants needed to synthesize it. The reactants are: [NH2:1][C:2]1[N:9]=[C:8]([C:10]2[CH:15]=[CH:14][CH:13]=[CH:12][CH:11]=2)[C:7]([C:16]2[CH:21]=[CH:20][C:19](=[O:22])[N:18]([CH:23]([CH3:25])[CH3:24])[N:17]=2)=[CH:6][C:3]=1[C:4]#[N:5].Cl.C(N)(=[S:29])C.[OH-].[Na+]. (4) The reactants are: [Cl:1][C:2]1[C:3]2[CH2:16][CH2:15][NH:14][C:4]=2[N:5]=[C:6]([N:8]2[CH2:13][CH2:12][O:11][CH2:10][CH2:9]2)[N:7]=1.CN(C1C=CC=CN=1)C.N1C=CC=CC=1.[C:32](Cl)(=[O:34])[CH3:33]. Given the product [Cl:1][C:2]1[C:3]2[CH2:16][CH2:15][N:14]([C:32](=[O:34])[CH3:33])[C:4]=2[N:5]=[C:6]([N:8]2[CH2:13][CH2:12][O:11][CH2:10][CH2:9]2)[N:7]=1, predict the reactants needed to synthesize it. (5) Given the product [CH3:11][CH:12]1[CH2:13][CH2:14][N:15]([C:18]2[C:23]([NH:24][C:8]([C:6]3[O:7][C:3]([C:1]#[N:2])=[CH:4][CH:5]=3)=[O:10])=[CH:22][CH:21]=[C:20]([N:25]3[CH2:30][CH2:29][N:28]([CH3:31])[CH2:27][CH2:26]3)[N:19]=2)[CH2:16][CH2:17]1, predict the reactants needed to synthesize it. The reactants are: [C:1]([C:3]1[O:7][C:6]([C:8]([OH:10])=O)=[CH:5][CH:4]=1)#[N:2].[CH3:11][CH:12]1[CH2:17][CH2:16][N:15]([C:18]2[C:23]([NH2:24])=[CH:22][CH:21]=[C:20]([N:25]3[CH2:30][CH2:29][N:28]([CH3:31])[CH2:27][CH2:26]3)[N:19]=2)[CH2:14][CH2:13]1. (6) Given the product [Cl:1][C:2]1[CH:7]=[CH:6][CH:5]=[CH:4][C:3]=1[N:8]1[C:12]([S:13][C:14]2[CH:19]=[CH:18][CH:17]=[C:16]([O:20][CH3:21])[N:15]=2)=[CH:11][C:10]([CH:22]=[O:23])=[N:9]1, predict the reactants needed to synthesize it. The reactants are: [Cl:1][C:2]1[CH:7]=[CH:6][CH:5]=[CH:4][C:3]=1[N:8]1[C:12]([S:13][C:14]2[CH:19]=[CH:18][CH:17]=[C:16]([O:20][CH3:21])[N:15]=2)=[CH:11][C:10]([C:22](OCC)=[O:23])=[N:9]1.[H-].C([Al+]CC(C)C)C(C)C.[OH-].[Na+]. (7) Given the product [N:3]1[N:2]([C:6]2[S:39][CH:9]=[CH:8][C:7]=2[C:12]([N:14]2[CH2:19][C@H:18]([C:20]3[O:21][C:22]([CH3:29])=[C:23]([C:25]([OH:28])([CH3:27])[CH3:26])[N:24]=3)[CH2:17][CH2:16][C@H:15]2[CH3:30])=[O:13])[N:1]=[CH:57][CH:49]=1, predict the reactants needed to synthesize it. The reactants are: [N:1]1[N:2]([C:6]2C=C[CH:9]=[CH:8][C:7]=2[C:12]([N:14]2[CH2:19][C@H:18]([C:20]3[O:21][C:22]([CH3:29])=[C:23]([C:25]([OH:28])([CH3:27])[CH3:26])[N:24]=3)[CH2:17][CH2:16][C@H:15]2[CH3:30])=[O:13])[N:3]=NC=1.N1N(C2C(C(O)=O)=C[S:39]C=2)N=CC=1.N1N([C:49]2[CH:57]=CC=CC=2C(O)=O)N=NC=1. (8) Given the product [CH2:13]([O:20][CH2:21][CH:22]1[CH2:25][C:24]([O:26][Si:35]([CH3:37])([CH3:36])[CH3:34])=[CH:23]1)[C:14]1[CH:19]=[CH:18][CH:17]=[CH:16][CH:15]=1, predict the reactants needed to synthesize it. The reactants are: [Li]CCCC.C(NC(C)C)(C)C.[CH2:13]([O:20][CH2:21][CH:22]1[CH2:25][C:24](=[O:26])[CH2:23]1)[C:14]1[CH:19]=[CH:18][CH:17]=[CH:16][CH:15]=1.C(=O)=O.CC(C)=O.[CH3:34][Si:35](Cl)([CH3:37])[CH3:36]. (9) The reactants are: [F:1][C:2]1[CH:3]=[C:4]([C:8]2[C:16]3[C:11](=[CH:12][CH:13]=[C:14]([CH2:17]O)[CH:15]=3)[N:10]([C:19]([O:21][C:22]([CH3:25])([CH3:24])[CH3:23])=[O:20])[N:9]=2)[CH:5]=[CH:6][CH:7]=1.C(N(CC)CC)C.CS([Cl:37])(=O)=O.C(OCC)(=O)C. Given the product [Cl:37][CH2:17][C:14]1[CH:15]=[C:16]2[C:11](=[CH:12][CH:13]=1)[N:10]([C:19]([O:21][C:22]([CH3:25])([CH3:24])[CH3:23])=[O:20])[N:9]=[C:8]2[C:4]1[CH:5]=[CH:6][CH:7]=[C:2]([F:1])[CH:3]=1, predict the reactants needed to synthesize it.